Dataset: Forward reaction prediction with 1.9M reactions from USPTO patents (1976-2016). Task: Predict the product of the given reaction. (1) Given the reactants O.[OH-].[Li+].C[O:5][C:6]([C:8]1[C:16]2[C:11](=[CH:12][CH:13]=[CH:14][CH:15]=2)[N:10]([C:17]2[N:18]=[CH:19][C:20]3[C:25]([CH:26]=2)=[CH:24][CH:23]=[CH:22][CH:21]=3)[CH:9]=1)=[O:7].Cl, predict the reaction product. The product is: [C:6]([C:8]1[C:16]2[C:11](=[CH:12][CH:13]=[CH:14][CH:15]=2)[N:10]([C:17]2[N:18]=[CH:19][C:20]3[C:25]([CH:26]=2)=[CH:24][CH:23]=[CH:22][CH:21]=3)[CH:9]=1)([OH:7])=[O:5]. (2) The product is: [Br:1][C:2]1[C:3]2[C:4](=[O:5])[N:6]([C:7]([CH3:15])([C:9]3[CH:14]=[CH:13][CH:12]=[CH:11][CH:10]=3)[CH3:8])[CH:37]([OH:38])[C:16]=2[CH:17]=[CH:18][N:19]=1. Given the reactants [Br:1][C:2]1[N:19]=[CH:18][CH:17]=[CH:16][C:3]=1[C:4]([NH:6][C:7]([CH3:15])([C:9]1[CH:14]=[CH:13][CH:12]=[CH:11][CH:10]=1)[CH3:8])=[O:5].[Li+].CC([N-]C(C)C)C.CCCCCCC.C1C[O:38][CH2:37]C1.C(C1C=CC=CC=1)C.CN(C=O)C.O, predict the reaction product. (3) The product is: [F:1][C:2]1[CH:3]=[CH:4][C:5]([C:8]2[N:12]=[C:11]([C:13]3[CH:18]=[CH:17][CH:16]=[C:15]([C:26]4[CH:27]=[N:28][CH:29]=[CH:30][CH:31]=4)[CH:14]=3)[O:10][N:9]=2)=[N:6][CH:7]=1. Given the reactants [F:1][C:2]1[CH:3]=[CH:4][C:5]([C:8]2[N:12]=[C:11]([C:13]3[CH:18]=[CH:17][CH:16]=[C:15](Br)[CH:14]=3)[O:10][N:9]=2)=[N:6][CH:7]=1.B1([C:26]2[CH:31]=[CH:30][CH:29]=[N:28][CH:27]=2)OCCCO1.COCCOC.C(=O)([O-])[O-].[Na+].[Na+], predict the reaction product.